This data is from Reaction yield outcomes from USPTO patents with 853,638 reactions. The task is: Predict the reaction yield, written as a fraction of the theoretical maximum amount of product (1.0 means a 100% yield; for example, 0.34 means a 34% yield). The reactants are [O:1]=[C:2]1[N:6]([CH2:7][O:8][CH2:9][CH2:10][Si:11]([CH3:14])([CH3:13])[CH3:12])[C:5]2[CH:15]=[CH:16][C:17]([CH:19]([C:21]3[CH:25]=[CH:24][N:23]([C:26]4[N:31]=[CH:30][C:29]([CH:32]=[O:33])=[CH:28][CH:27]=4)[N:22]=3)[CH3:20])=[CH:18][C:4]=2[S:3]1.[CH3:34][Mg]Br. The product is [OH:33][CH:32]([C:29]1[CH:28]=[CH:27][C:26]([N:23]2[CH:24]=[CH:25][C:21]([CH:19]([C:17]3[CH:16]=[CH:15][C:5]4[N:6]([CH2:7][O:8][CH2:9][CH2:10][Si:11]([CH3:14])([CH3:13])[CH3:12])[C:2](=[O:1])[S:3][C:4]=4[CH:18]=3)[CH3:20])=[N:22]2)=[N:31][CH:30]=1)[CH3:34]. The yield is 0.610. The catalyst is O1CCCC1.[Cl-].[NH4+].